Dataset: Forward reaction prediction with 1.9M reactions from USPTO patents (1976-2016). Task: Predict the product of the given reaction. (1) Given the reactants [F:1][C:2]1([F:11])[CH2:6][CH2:5][CH:4]([C:7](OC)=[O:8])[CH2:3]1.[NH4+:12].[OH-], predict the reaction product. The product is: [F:1][C:2]1([F:11])[CH2:6][CH2:5][CH:4]([C:7]([NH2:12])=[O:8])[CH2:3]1. (2) Given the reactants [CH3:1][O:2][C:3]([C:5]1[CH:9]=[CH:8][N:7]([CH3:10])[C:6]=1[C:11]([C:14]([O:16][CH3:17])=[O:15])=[CH:12]O)=[O:4].C([O-])(=O)C.[NH4+:22], predict the reaction product. The product is: [CH3:1][O:2][C:3]([C:5]1[CH:9]=[CH:8][N:7]([CH3:10])[C:6]=1[C:11]([C:14]([O:16][CH3:17])=[O:15])=[CH:12][NH2:22])=[O:4].